Dataset: Forward reaction prediction with 1.9M reactions from USPTO patents (1976-2016). Task: Predict the product of the given reaction. (1) Given the reactants [Cl:1][C:2]1[CH:3]=[C:4]([S:9][C:10]2[N:14]([C:15]3[CH:20]=[CH:19][CH:18]=[CH:17][CH:16]=3)[N:13]=[C:12]([CH3:21])[C:11]=2[CH:22]([C:24]2[CH:29]=[CH:28][CH:27]=[CH:26][CH:25]=2)O)[CH:5]=[C:6]([Cl:8])[CH:7]=1.C([SiH](CC)CC)C, predict the reaction product. The product is: [CH2:22]([C:11]1[C:12]([CH3:21])=[N:13][N:14]([C:15]2[CH:20]=[CH:19][CH:18]=[CH:17][CH:16]=2)[C:10]=1[S:9][C:4]1[CH:3]=[C:2]([Cl:1])[CH:7]=[C:6]([Cl:8])[CH:5]=1)[C:24]1[CH:25]=[CH:26][CH:27]=[CH:28][CH:29]=1. (2) Given the reactants [C:1]([C:3]1[CH:8]=[CH:7][C:6]([C:9]2[CH:10]=[C:11]([O:25][CH2:26][C@@H:27]3[CH2:31][CH2:30][N:29](C(OC(C)(C)C)=O)[CH2:28]3)[C:12]3[N:13]([CH:22]=[N:23][N:24]=3)[C:14]=2[C:15]2[CH:20]=[CH:19][C:18]([CH3:21])=[CH:17][CH:16]=2)=[CH:5][CH:4]=1)#[N:2].FC(F)(F)C(O)=O, predict the reaction product. The product is: [CH3:21][C:18]1[CH:17]=[CH:16][C:15]([C:14]2[N:13]3[CH:22]=[N:23][N:24]=[C:12]3[C:11]([O:25][CH2:26][C@@H:27]3[CH2:31][CH2:30][NH:29][CH2:28]3)=[CH:10][C:9]=2[C:6]2[CH:5]=[CH:4][C:3]([C:1]#[N:2])=[CH:8][CH:7]=2)=[CH:20][CH:19]=1. (3) Given the reactants [CH3:1][O:2][C:3]1[CH:8]=[CH:7][C:6]([Mg]Br)=[CH:5][CH:4]=1.Br[C:12]1[CH:13]=[N:14][CH:15]=[CH:16][CH:17]=1.ClC1C=NC=CC=1, predict the reaction product. The product is: [CH3:1][O:2][C:3]1[CH:8]=[CH:7][C:6]([C:12]2[CH:13]=[N:14][CH:15]=[CH:16][CH:17]=2)=[CH:5][CH:4]=1. (4) The product is: [F:1][C:2]1[CH:9]=[C:6]([NH:7][CH3:8])[C:5]([NH2:10])=[CH:4][CH:3]=1. Given the reactants [F:1][C:2]1[CH:3]=[CH:4][C:5]([N+:10]([O-])=O)=[C:6]([CH:9]=1)[NH:7][CH3:8], predict the reaction product. (5) The product is: [CH2:1]([O:8][CH2:9][N:10]1[C:14]2[CH:15]=[C:16]([C:29]([N:34]([CH3:35])[CH3:33])=[O:30])[CH:17]=[C:18]([NH:19][CH2:20][C:21]3[C:22]([CH3:28])=[CH:23][CH:24]=[CH:25][C:26]=3[CH3:27])[C:13]=2[N:12]=[C:11]1[CH3:32])[C:2]1[CH:7]=[CH:6][CH:5]=[CH:4][CH:3]=1. Given the reactants [CH2:1]([O:8][CH2:9][N:10]1[C:14]2[CH:15]=[C:16]([C:29](O)=[O:30])[CH:17]=[C:18]([NH:19][CH2:20][C:21]3[C:26]([CH3:27])=[CH:25][CH:24]=[CH:23][C:22]=3[CH3:28])[C:13]=2[N:12]=[C:11]1[CH3:32])[C:2]1[CH:7]=[CH:6][CH:5]=[CH:4][CH:3]=1.[CH3:33][NH:34][CH3:35].[Cl-].[NH4+], predict the reaction product. (6) Given the reactants [Br:1][C:2]1[CH:3]=[CH:4][C:5]([CH2:14][OH:15])=[C:6]([C:8]2[CH:13]=[CH:12][CH:11]=[CH:10][CH:9]=2)[CH:7]=1.CC(OI1(OC(C)=O)(OC(C)=O)OC(=O)C2C=CC=CC1=2)=O, predict the reaction product. The product is: [Br:1][C:2]1[CH:7]=[C:6]([C:8]2[CH:13]=[CH:12][CH:11]=[CH:10][CH:9]=2)[C:5]([CH:14]=[O:15])=[CH:4][CH:3]=1. (7) Given the reactants [CH3:1][O:2][C:3](=[O:15])[CH2:4][O:5][C:6]1[CH:11]=[CH:10][C:9]([Cl:12])=[CH:8][C:7]=1[CH:13]=O.[Cl:16][C:17]1[CH:25]=[C:24]2[C:20]([CH2:21][C:22](=[O:26])[NH:23]2)=[CH:19][CH:18]=1.N1CCCC1, predict the reaction product. The product is: [CH3:1][O:2][C:3](=[O:15])[CH2:4][O:5][C:6]1[CH:11]=[CH:10][C:9]([Cl:12])=[CH:8][C:7]=1/[CH:13]=[C:21]1\[C:22](=[O:26])[NH:23][C:24]2[C:20]\1=[CH:19][CH:18]=[C:17]([Cl:16])[CH:25]=2. (8) Given the reactants [CH3:1][CH:2]([OH:4])[CH3:3].[C:5](Cl)(=[O:9])[C:6]([Cl:8])=[O:7].Cl, predict the reaction product. The product is: [Cl:8][C:6](=[O:7])[C:5]([O:4][CH:2]([CH3:3])[CH3:1])=[O:9]. (9) Given the reactants [CH3:1][C:2]1([CH2:13][N:14]2[CH2:19][CH2:18][N:17]([C:20](OC(C)(C)C)=[O:21])[CH2:16][CH2:15]2)[O:6][C:5]2=[N:7][C:8]([N+:10]([O-:12])=[O:11])=[CH:9][N:4]2[CH2:3]1.FC(F)(F)C(O)=O.C(N(CC)CC)C.[CH:41]([N:44]=C=O)([CH3:43])[CH3:42], predict the reaction product. The product is: [CH:41]([NH:44][C:20]([N:17]1[CH2:18][CH2:19][N:14]([CH2:13][C:2]2([CH3:1])[O:6][C:5]3=[N:7][C:8]([N+:10]([O-:12])=[O:11])=[CH:9][N:4]3[CH2:3]2)[CH2:15][CH2:16]1)=[O:21])([CH3:43])[CH3:42]. (10) Given the reactants [Cl:1][C:2]1[C:7]([C:8]2[CH:13]=[CH:12][CH:11]=[CH:10][CH:9]=2)=[N:6][N:5]=[C:4]2[NH:14][N:15]=[C:16](I)[C:3]=12.ClC1C(C2C=CC=CC=2)=NN=[C:21]2[NH:31][N:32]=[CH:33][C:20]=12.[CH3:34][N:35]1[CH2:40][CH2:39][N:38]([CH2:41][CH2:42]O)[CH2:37][CH2:36]1.N(C(OCC)=O)=N[C:46](OCC)=O.C1(P(C2C=CC=CC=2)C2C=CC=CC=2)C=CC=CC=1, predict the reaction product. The product is: [Cl:1][C:2]1[C:7]([C:8]2[CH:13]=[CH:12][CH:11]=[CH:10][CH:9]=2)=[N:6][N:5]=[C:4]2[N:14]([CH2:42][CH2:41][N:38]3[CH2:39][CH2:40][N:35]([CH3:34])[CH2:36][CH2:37]3)[N:15]=[C:16]([C:20]3[CH:21]=[N:31][N:32]([CH3:46])[CH:33]=3)[C:3]=12.